Dataset: NCI-60 drug combinations with 297,098 pairs across 59 cell lines. Task: Regression. Given two drug SMILES strings and cell line genomic features, predict the synergy score measuring deviation from expected non-interaction effect. (1) Drug 1: CC(CN1CC(=O)NC(=O)C1)N2CC(=O)NC(=O)C2. Drug 2: C1CN1P(=S)(N2CC2)N3CC3. Cell line: UO-31. Synergy scores: CSS=12.7, Synergy_ZIP=-4.39, Synergy_Bliss=-1.98, Synergy_Loewe=-0.497, Synergy_HSA=-0.241. (2) Drug 1: CC(C)CN1C=NC2=C1C3=CC=CC=C3N=C2N. Drug 2: CCC1(C2=C(COC1=O)C(=O)N3CC4=CC5=C(C=CC(=C5CN(C)C)O)N=C4C3=C2)O.Cl. Cell line: HT29. Synergy scores: CSS=9.79, Synergy_ZIP=-1.04, Synergy_Bliss=-4.21, Synergy_Loewe=-26.6, Synergy_HSA=-8.24. (3) Drug 1: C1=NC(=NC(=O)N1C2C(C(C(O2)CO)O)O)N. Drug 2: C1=CC=C(C(=C1)C(C2=CC=C(C=C2)Cl)C(Cl)Cl)Cl. Cell line: SN12C. Synergy scores: CSS=-0.429, Synergy_ZIP=1.96, Synergy_Bliss=0.784, Synergy_Loewe=-0.0669, Synergy_HSA=-1.89. (4) Drug 1: C1=C(C(=O)NC(=O)N1)F. Drug 2: C1CC(C1)(C(=O)O)C(=O)O.[NH2-].[NH2-].[Pt+2]. Cell line: OVCAR-8. Synergy scores: CSS=36.1, Synergy_ZIP=-7.96, Synergy_Bliss=-8.50, Synergy_Loewe=-8.32, Synergy_HSA=-2.51. (5) Drug 1: CN1C(=O)N2C=NC(=C2N=N1)C(=O)N. Drug 2: CC(C)(C#N)C1=CC(=CC(=C1)CN2C=NC=N2)C(C)(C)C#N. Cell line: PC-3. Synergy scores: CSS=-0.878, Synergy_ZIP=2.25, Synergy_Bliss=1.04, Synergy_Loewe=-3.25, Synergy_HSA=-2.33.